This data is from Reaction yield outcomes from USPTO patents with 853,638 reactions. The task is: Predict the reaction yield, written as a fraction of the theoretical maximum amount of product (1.0 means a 100% yield; for example, 0.34 means a 34% yield). (1) The reactants are [C:1]([O:5][C:6]([NH:8][C@@:9]([CH3:15])([CH2:13][OH:14])[C:10]([OH:12])=O)=[O:7])([CH3:4])([CH3:3])[CH3:2].C(N(CC)C(C)C)(C)C.[O:25]1[CH2:29][CH2:28][O:27][CH:26]1[C:30]1[CH:36]=[C:35]([O:37][CH3:38])[CH:34]=[CH:33][C:31]=1[NH2:32].F[P-](F)(F)(F)(F)F.C[N+](C)=C(N(C)C)ON1C2N=CC=CC=2N=N1. The catalyst is CN(C=O)C.O.C(OCC)(=O)C. The product is [O:25]1[CH2:29][CH2:28][O:27][CH:26]1[C:30]1[CH:36]=[C:35]([O:37][CH3:38])[CH:34]=[CH:33][C:31]=1[NH:32][C:10](=[O:12])[C@:9]([NH:8][C:6](=[O:7])[O:5][C:1]([CH3:2])([CH3:3])[CH3:4])([CH3:15])[CH2:13][OH:14]. The yield is 0.430. (2) The reactants are CS([C:5]1[N:10]=[C:9]([N:11]2[C:15]([NH2:16])=[N:14][C:13]([NH:17][C:18]3[CH:23]=[CH:22][CH:21]=[CH:20][CH:19]=3)=[N:12]2)[CH:8]=[C:7]([NH:24][C:25]2[CH:30]=[CH:29][CH:28]=[CH:27][CH:26]=2)[N:6]=1)(=O)=O.[C-:31]#[N:32].[K+].CCO.C(Cl)Cl.C(OCC)C. The catalyst is CS(C)=O. The product is [NH2:16][C:15]1[N:11]([C:9]2[CH:8]=[C:7]([NH:24][C:25]3[CH:30]=[CH:29][CH:28]=[CH:27][CH:26]=3)[N:6]=[C:5]([C:31]#[N:32])[N:10]=2)[N:12]=[C:13]([NH:17][C:18]2[CH:23]=[CH:22][CH:21]=[CH:20][CH:19]=2)[N:14]=1. The yield is 0.110.